This data is from Reaction yield outcomes from USPTO patents with 853,638 reactions. The task is: Predict the reaction yield, written as a fraction of the theoretical maximum amount of product (1.0 means a 100% yield; for example, 0.34 means a 34% yield). (1) No catalyst specified. The yield is 0.990. The reactants are Cl.COC(=O)[C@H]([NH:24][C:25]([O:27][CH2:28][C:29]1[CH:34]=[CH:33][CH:32]=[CH:31][CH:30]=1)=[O:26])CC1C=CC(NC(OC(C)(C)C)=O)=C(C)C=1CO.Cl.[CH3:37][O:38][C:39](=[O:58])[C@@H:40]([CH2:46][C:47]1[C:48]([CH2:56][Cl:57])=[C:49]2[C:53](=[CH:54][CH:55]=1)[NH:52][N:51]=[CH:50]2)CC(OC)=O. The product is [ClH:57].[CH3:37][O:38][C:39](=[O:58])[C@H:40]([NH:24][C:25]([O:27][CH2:28][C:29]1[CH:34]=[CH:33][CH:32]=[CH:31][CH:30]=1)=[O:26])[CH2:46][C:47]1[C:48]([CH2:56][Cl:57])=[C:49]2[C:53](=[CH:54][CH:55]=1)[NH:52][N:51]=[CH:50]2. (2) The reactants are [F:1][C:2]1[CH:3]=[C:4]2[C:9](=[CH:10][C:11]=1[CH3:12])[NH:8][C:7](=[O:13])[CH2:6][CH2:5]2.[H-].[Na+].Cl[CH2:17][CH2:18][CH2:19]I.[CH2:21]([O:24][CH:25]1[CH2:30][CH2:29][NH:28][CH2:27][CH2:26]1)[CH2:22][CH3:23].[Na+].[I-].C([O-])([O-])=O.[K+].[K+]. The catalyst is CN(C=O)C. The product is [F:1][C:2]1[CH:3]=[C:4]2[C:9](=[CH:10][C:11]=1[CH3:12])[N:8]([CH2:17][CH2:18][CH2:19][N:28]1[CH2:29][CH2:30][CH:25]([O:24][CH2:21][CH2:22][CH3:23])[CH2:26][CH2:27]1)[C:7](=[O:13])[CH2:6][CH2:5]2. The yield is 0.560. (3) The reactants are [N:1]1[CH:6]=[CH:5][CH:4]=[C:3]([N:7]2[CH2:11][CH2:10][NH:9][C:8]2=[O:12])[CH:2]=1.Br[C:14]1[S:18][C:17]2[CH:19]=[CH:20][C:21]([F:23])=[CH:22][C:16]=2[C:15]=1[CH3:24].N[C@@H]1CCCC[C@H]1N.C(=O)([O-])[O-].[K+].[K+]. The catalyst is [Cu](I)I.O1CCOCC1. The product is [F:23][C:21]1[CH:20]=[CH:19][C:17]2[S:18][C:14]([N:9]3[CH2:10][CH2:11][N:7]([C:3]4[CH:2]=[N:1][CH:6]=[CH:5][CH:4]=4)[C:8]3=[O:12])=[C:15]([CH3:24])[C:16]=2[CH:22]=1. The yield is 0.616. (4) The reactants are [C:1]([O:5][C:6]([N:8]1[C:16]2[C:11](=[CH:12][C:13](Br)=[CH:14][CH:15]=2)[CH2:10][CH2:9]1)=[O:7])([CH3:4])([CH3:3])[CH3:2].C(N(C(C)C)CC)(C)C.C1(P(C2C=CC=CC=2)C2C3OC4C(=CC=CC=4P(C4C=CC=CC=4)C4C=CC=CC=4)C(C)(C)C=3C=CC=2)C=CC=CC=1.[SH:69][CH2:70][CH2:71][OH:72]. The catalyst is O1CCOCC1.C1C=CC(/C=C/C(/C=C/C2C=CC=CC=2)=O)=CC=1.C1C=CC(/C=C/C(/C=C/C2C=CC=CC=2)=O)=CC=1.C1C=CC(/C=C/C(/C=C/C2C=CC=CC=2)=O)=CC=1.[Pd].[Pd]. The product is [OH:72][CH2:71][CH2:70][S:69][C:13]1[CH:12]=[C:11]2[C:16](=[CH:15][CH:14]=1)[N:8]([C:6]([O:5][C:1]([CH3:4])([CH3:3])[CH3:2])=[O:7])[CH2:9][CH2:10]2. The yield is 0.970.